Dataset: Forward reaction prediction with 1.9M reactions from USPTO patents (1976-2016). Task: Predict the product of the given reaction. Given the reactants [C:1]([N:3]1[CH2:8][CH2:7][N:6]([C:9]([O:11][C:12]([CH3:15])([CH3:14])[CH3:13])=[O:10])[CH2:5][CH2:4]1)#[N:2].C(N(CC)CC)C.Cl.[OH:24][NH2:25], predict the reaction product. The product is: [OH:24]/[N:25]=[C:1](/[N:3]1[CH2:4][CH2:5][N:6]([C:9]([O:11][C:12]([CH3:15])([CH3:14])[CH3:13])=[O:10])[CH2:7][CH2:8]1)\[NH2:2].